This data is from Aqueous solubility values for 9,982 compounds from the AqSolDB database. The task is: Regression/Classification. Given a drug SMILES string, predict its absorption, distribution, metabolism, or excretion properties. Task type varies by dataset: regression for continuous measurements (e.g., permeability, clearance, half-life) or binary classification for categorical outcomes (e.g., BBB penetration, CYP inhibition). For this dataset (solubility_aqsoldb), we predict Y. (1) The Y is -2.29 log mol/L. The molecule is Nc1ccc(Cc2ccc(N)cc2)cc1. (2) The molecule is Cc1ccc(N/N=C2\C(=O)C(C(=O)[O-])=Cc3ccccc32)c(S(=O)(=O)[O-])c1.[Sr+2]. The Y is -4.11 log mol/L. (3) The molecule is O=[Si]([O-])O.O=[Si]([O-])O.O=[Si]([O-])[O-].O=[Si]([O-])[O-].[Mg+2].[Mg+2].[Mg+2]. The Y is -6.58 log mol/L. (4) The molecule is CCCCCCOC(=O)C(C)c1ccc2cc(OC)ccc2c1. The Y is -7.54 log mol/L. (5) The compound is Clc1cccc(Cl)c1-c1ccccc1. The Y is -5.21 log mol/L.